From a dataset of Catalyst prediction with 721,799 reactions and 888 catalyst types from USPTO. Predict which catalyst facilitates the given reaction. (1) Reactant: [C:1]([O-:4])(=[O:3])C.[O:5]=[C:6]1[C@@H:9]([NH3+:10])[CH2:8][NH:7]1.[CH3:11]CN(C(C)C)C(C)C.[CH2:20]([NH:27][C:28]([C:30]1[CH:35]=[CH:34][C:33](C2C=CN(C([O-])=O)C(=O)C=2C)=[CH:32][CH:31]=1)=[O:29])[C:21]1[CH:26]=[CH:25][CH:24]=[CH:23][CH:22]=1. Product: [CH2:20]([NH:27][C:28]([C:30]1[CH:35]=[CH:34][C:33]([O:4][C:1](=[O:3])[N:10]([CH3:11])[C@H:9]2[CH2:8][NH:7][C:6]2=[O:5])=[CH:32][CH:31]=1)=[O:29])[C:21]1[CH:22]=[CH:23][CH:24]=[CH:25][CH:26]=1. The catalyst class is: 2. (2) Reactant: [Cl:1][C:2]1[CH:3]=[C:4]([CH:6]=[C:7]([Cl:9])[CH:8]=1)[NH2:5].[CH2:10]([C:12](=O)[C:13]([O-:15])=[O:14])[CH3:11].[CH:17]1[CH2:21]CC[CH:18]=1.F[C:23](F)(F)[C:24](O)=O. Product: [CH2:23]([O:15][C:13]([CH:12]1[CH:10]2[CH2:18][CH2:17][CH2:21][CH:11]2[C:3]2[C:2]([Cl:1])=[CH:8][C:7]([Cl:9])=[CH:6][C:4]=2[NH:5]1)=[O:14])[CH3:24]. The catalyst class is: 10. (3) Reactant: Cl[C:2](Cl)(Cl)[CH:3]([OH:5])O.S([O-])([O-])(=O)=O.[Na+].[Na+].Cl.[NH2:16][OH:17].[CH3:18][C:19]1[CH:20]=[C:21]([CH:23]=[C:24]([CH3:26])[CH:25]=1)[NH2:22].Cl. Product: [CH3:18][C:19]1[CH:20]=[C:21]([NH:22][C:3](=[O:5])[CH:2]=[N:16][OH:17])[CH:23]=[C:24]([CH3:26])[CH:25]=1. The catalyst class is: 6. (4) Reactant: [C:1]1(=[O:8])[NH:7][CH2:6][CH2:5][CH2:4][CH2:3][CH2:2]1.[N+:9]([O-:12])([OH:11])=[O:10]. Product: [N+:9]([O-:12])([OH:11])=[O:10].[C:1]1(=[O:8])[NH:7][CH2:6][CH2:5][CH2:4][CH2:3][CH2:2]1. The catalyst class is: 6.